Predict the product of the given reaction. From a dataset of Forward reaction prediction with 1.9M reactions from USPTO patents (1976-2016). (1) Given the reactants [Br:1][C:2]1[CH:3]=[C:4]([NH:8][S:9]([CH3:12])(=[O:11])=[O:10])[CH:5]=[CH:6][CH:7]=1.[C:13](=O)([O-])[O-].[K+].[K+].CI, predict the reaction product. The product is: [Br:1][C:2]1[CH:3]=[C:4]([N:8]([CH3:13])[S:9]([CH3:12])(=[O:10])=[O:11])[CH:5]=[CH:6][CH:7]=1. (2) Given the reactants [CH2:1]([NH:8][C@@H:9]([C:12]([O:14][CH3:15])=[O:13])[CH2:10][OH:11])[C:2]1[CH:7]=[CH:6][CH:5]=[CH:4][CH:3]=1.C(N(CC)CC)C.[Si:23](Cl)([C:26]([CH3:29])([CH3:28])[CH3:27])([CH3:25])[CH3:24].O, predict the reaction product. The product is: [CH2:1]([NH:8][C@@H:9]([C:12]([O:14][CH3:15])=[O:13])[CH2:10][O:11][Si:23]([C:26]([CH3:29])([CH3:28])[CH3:27])([CH3:25])[CH3:24])[C:2]1[CH:7]=[CH:6][CH:5]=[CH:4][CH:3]=1. (3) Given the reactants Cl.[F:2][C:3]1[CH:4]=[CH:5][C:6]([CH2:9][CH2:10][N:11]2[CH2:16][CH2:15][N:14]([C:17]3[CH:22]=[CH:21][C:20]4[C:23]5[CH2:24][NH:25][CH2:26][CH2:27][CH2:28][C:29]=5[O:30][C:19]=4[CH:18]=3)[C:13](=[O:31])[CH2:12]2)=[N:7][CH:8]=1.C=O.[C:34](O[BH-](OC(=O)C)OC(=O)C)(=O)C.[Na+], predict the reaction product. The product is: [F:2][C:3]1[CH:4]=[CH:5][C:6]([CH2:9][CH2:10][N:11]2[CH2:16][CH2:15][N:14]([C:17]3[CH:22]=[CH:21][C:20]4[C:23]5[CH2:24][N:25]([CH3:34])[CH2:26][CH2:27][CH2:28][C:29]=5[O:30][C:19]=4[CH:18]=3)[C:13](=[O:31])[CH2:12]2)=[N:7][CH:8]=1. (4) Given the reactants Br[C:2]1[C:11]2[C:6](=[C:7](Cl)[CH:8]=[CH:9][CH:10]=2)[N:5]=[CH:4][C:3]=1[C:13]1[CH:18]=[CH:17][CH:16]=[CH:15][CH:14]=1.[OH:19][C:20]1[CH:21]=[C:22](B(O)O)[CH:23]=[CH:24][CH:25]=1, predict the reaction product. The product is: [C:13]1([C:3]2[CH:4]=[N:5][C:6]3[C:11]([C:2]=2[C:24]2[CH:25]=[C:20]([OH:19])[CH:21]=[CH:22][CH:23]=2)=[CH:10][CH:9]=[CH:8][C:7]=3[C:24]2[CH:25]=[C:20]([OH:19])[CH:21]=[CH:22][CH:23]=2)[CH:18]=[CH:17][CH:16]=[CH:15][CH:14]=1. (5) The product is: [CH3:1][C:2]([N:3]([CH3:7])[CH3:4])=[O:20].[CH3:39][C:40]([N:36]([CH3:37])[CH3:34])=[O:48]. Given the reactants [CH3:1][CH2:2][N:3]([CH:7](C)C)[CH:4](C)C.C(C(C(C)C)([NH-])C)(C)C.C(O)(C(F)(F)F)=[O:20].[O-:48]S(C(F)(F)F)(=O)=O.[C:34]([N+]1[CH:39]=[CH:40][N:36]([CH3:34])[CH:37]=1)([N+:36]1[CH:40]=[CH:39]N(C)[CH:37]=1)=O.[O-:48]S(C(F)(F)F)(=O)=O, predict the reaction product. (6) Given the reactants C[N:2](C)CCCN=C=NCC.[F:12][C:13]([F:24])([F:23])[CH:14]1[CH2:19][CH2:18][CH:17]([C:20](O)=[O:21])[CH2:16][CH2:15]1.ON1C2C=CC=CC=2N=N1.N, predict the reaction product. The product is: [F:12][C:13]([F:24])([F:23])[CH:14]1[CH2:19][CH2:18][CH:17]([C:20]([NH2:2])=[O:21])[CH2:16][CH2:15]1. (7) The product is: [OH:1][C@H:2]([C:17]1[C:18]([CH3:27])=[C:19]2[C:23](=[CH:24][CH:25]=1)[C:22](=[O:26])[O:21][CH2:20]2)[CH2:3][N:4]1[CH2:9][CH2:8][CH:7]([C:10]([OH:12])=[O:11])[CH2:6][CH2:5]1. Given the reactants [OH:1][C@H:2]([C:17]1[C:18]([CH3:27])=[C:19]2[C:23](=[CH:24][CH:25]=1)[C:22](=[O:26])[O:21][CH2:20]2)[CH2:3][N:4]1[CH2:9][CH2:8][CH:7]([C:10]([O:12]C(C)(C)C)=[O:11])[CH2:6][CH2:5]1.C(O)(C(F)(F)F)=O, predict the reaction product. (8) Given the reactants Cl[C:2]1[N:7]=[N:6][C:5]([CH2:8][C:9]2[CH:10]=[CH:11][C:12]([F:17])=[C:13]([CH:16]=2)[C:14]#[N:15])=[C:4]([CH3:18])[C:3]=1[CH3:19].CC([O-])=[O:22].[Na+], predict the reaction product. The product is: [CH3:18][C:4]1[C:5]([CH2:8][C:9]2[CH:10]=[CH:11][C:12]([F:17])=[C:13]([CH:16]=2)[C:14]#[N:15])=[N:6][NH:7][C:2](=[O:22])[C:3]=1[CH3:19]. (9) Given the reactants [C:1]([NH:4][C:5]1[S:6][C:7]([C:11]2[CH:12]=[C:13]([S:17](Cl)(=[O:19])=[O:18])[S:14][C:15]=2[Br:16])=[C:8]([CH3:10])[N:9]=1)(=[O:3])[CH3:2].[OH:21][CH:22]1[CH2:27][CH2:26][CH2:25][NH:24][CH2:23]1.CCN(C(C)C)C(C)C, predict the reaction product. The product is: [Br:16][C:15]1[S:14][C:13]([S:17]([N:24]2[CH2:25][CH2:26][CH2:27][CH:22]([OH:21])[CH2:23]2)(=[O:19])=[O:18])=[CH:12][C:11]=1[C:7]1[S:6][C:5]([NH:4][C:1](=[O:3])[CH3:2])=[N:9][C:8]=1[CH3:10].